From a dataset of Full USPTO retrosynthesis dataset with 1.9M reactions from patents (1976-2016). Predict the reactants needed to synthesize the given product. (1) Given the product [C:2]1([OH:1])[C:19]2[C:18]3[C:13](=[CH:14][CH:15]=[CH:16][CH:17]=3)[C:12]3[C:7](=[CH:8][CH:9]=[CH:10][CH:11]=3)[C:6]=2[CH:5]=[CH:4][CH:3]=1, predict the reactants needed to synthesize it. The reactants are: [O:1]1[CH:5]2[C:6]3[C:7]4[C:12]([C:13]5[C:18]([C:19]=3[CH:2]1[CH:3]=[CH:4]2)=[CH:17][CH:16]=[CH:15][CH:14]=5)=[CH:11][CH:10]=[CH:9][CH:8]=4. (2) The reactants are: [CH3:1][CH:2]([CH3:37])[C:3]([O:5][C@@H:6]1[C@H:10]([O:11][C:12](=[O:16])[CH:13]([CH3:15])[CH3:14])[C@@H:9]([CH2:17][O:18][C:19](=[O:21])[CH3:20])[O:8][CH:7]1[N:22]1[CH:30]=[N:29][C:28]2[C:23]1=[N:24][CH:25]=[N:26][C:27]=2[NH:31][C@@H:32]1[CH2:36][CH2:35][O:34][CH2:33]1)=[O:4].[CH:38]1(C(O)=O)[CH2:42]C[CH2:40][CH2:39]1.C(OC(=O)C(C)C)(=O)C(C)C. Given the product [CH3:1][CH:2]([CH3:37])[C:3]([O:5][C@@H:6]1[C@H:10]([O:11][C:12](=[O:16])[CH:13]([CH3:14])[CH3:15])[C@@H:9]([CH2:17][O:18][C:19]([CH:20]2[CH2:40][CH2:39][CH2:38][CH2:42]2)=[O:21])[O:8][CH:7]1[N:22]1[CH:30]=[N:29][C:28]2[C:23]1=[N:24][CH:25]=[N:26][C:27]=2[NH:31][C@@H:32]1[CH2:36][CH2:35][O:34][CH2:33]1)=[O:4], predict the reactants needed to synthesize it. (3) The reactants are: [I:1][C:2]1[C:3](=O)[NH:4][C:5]([S:12][CH3:13])=[N:6][C:7]=1[C:8]([F:11])([F:10])[F:9].P(Cl)(Cl)(Cl)(Cl)[Cl:16]. Given the product [Cl:16][C:3]1[C:2]([I:1])=[C:7]([C:8]([F:11])([F:10])[F:9])[N:6]=[C:5]([S:12][CH3:13])[N:4]=1, predict the reactants needed to synthesize it. (4) Given the product [F:1][C:2]1[CH:11]=[C:10]2[C:5]([CH:6]=[CH:7][CH:8]=[N:9]2)=[CH:4][C:3]=1[CH2:12][C:13]1[N:17]2[N:18]=[C:19]([C:22]3[CH:23]=[N:24][N:25]([CH2:27][CH2:28][OH:29])[CH:26]=3)[CH:20]=[CH:21][C:16]2=[N:15][CH:14]=1, predict the reactants needed to synthesize it. The reactants are: [F:1][C:2]1[CH:11]=[C:10]2[C:5]([CH:6]=[CH:7][CH:8]=[N:9]2)=[CH:4][C:3]=1[CH2:12][C:13]1[N:17]2[N:18]=[C:19]([C:22]3[CH:23]=[N:24][N:25]([CH2:27][CH2:28][O:29]C4CCCCO4)[CH:26]=3)[CH:20]=[CH:21][C:16]2=[N:15][CH:14]=1.Cl.